This data is from Forward reaction prediction with 1.9M reactions from USPTO patents (1976-2016). The task is: Predict the product of the given reaction. (1) Given the reactants O.O.O.[N+]([O-])([O-])=O.[Cu+2:8].[N+]([O-])([O-])=O.[C:13]([OH:27])(=[O:26])[C:14]1[CH:25]=[C:21]([C:22]([OH:24])=[O:23])[CH:20]=[C:16]([C:17]([OH:19])=[O:18])[CH:15]=1.CN(C=O)C.C(O)C, predict the reaction product. The product is: [C:13]([OH:27])(=[O:26])[C:14]1[CH:15]=[C:16]([C:17]([OH:19])=[O:18])[CH:20]=[C:21]([C:22]([OH:24])=[O:23])[CH:25]=1.[Cu:8]. (2) Given the reactants [N+:1]([C:4]1[CH:9]=[CH:8][C:7]([C:10]2[N:15]=[C:14]([C:16]3[CH:21]=[CH:20][CH:19]=[CH:18][CH:17]=3)[N:13]=[C:12]([OH:22])[CH:11]=2)=[CH:6][CH:5]=1)([O-:3])=[O:2].[CH3:23][O:24][C:25]([C:27]1[CH:32]=[CH:31][C:30]([CH2:33]Br)=[CH:29][CH:28]=1)=[O:26].C(N(CC)CC)C.Cl, predict the reaction product. The product is: [CH3:23][O:24][C:25](=[O:26])[C:27]1[CH:32]=[CH:31][C:30]([CH2:33][O:22][C:12]2[CH:11]=[C:10]([C:7]3[CH:6]=[CH:5][C:4]([N+:1]([O-:3])=[O:2])=[CH:9][CH:8]=3)[N:15]=[C:14]([C:16]3[CH:21]=[CH:20][CH:19]=[CH:18][CH:17]=3)[N:13]=2)=[CH:29][CH:28]=1.